Dataset: Full USPTO retrosynthesis dataset with 1.9M reactions from patents (1976-2016). Task: Predict the reactants needed to synthesize the given product. Given the product [NH3:3].[CH3:32][OH:33].[C@H:10]1([CH2:9][NH:8][C:6]2[C:5]([F:20])=[CH:4][N:3]=[C:2]([NH:21][C:22]3[CH:23]=[CH:24][C:25]([O:35][CH:36]4[CH2:39][O:38][CH2:37]4)=[C:26]([N:28]4[C:32](=[O:33])[N:31]([CH3:34])[N:30]=[N:29]4)[CH:27]=3)[N:7]=2)[C@@H:19]2[N:14]([CH2:15][CH2:16][CH2:17][CH2:18]2)[CH2:13][CH2:12][CH2:11]1, predict the reactants needed to synthesize it. The reactants are: Cl[C:2]1[N:7]=[C:6]([NH:8][CH2:9][C@H:10]2[C@@H:19]3[N:14]([CH2:15][CH2:16][CH2:17][CH2:18]3)[CH2:13][CH2:12][CH2:11]2)[C:5]([F:20])=[CH:4][N:3]=1.[NH2:21][C:22]1[CH:23]=[CH:24][C:25]([O:35][CH:36]2[CH2:39][O:38][CH2:37]2)=[C:26]([N:28]2[C:32](=[O:33])[N:31]([CH3:34])[N:30]=[N:29]2)[CH:27]=1.C1C=CC(P(C2C(C3C(P(C4C=CC=CC=4)C4C=CC=CC=4)=CC=C4C=3C=CC=C4)=C3C(C=CC=C3)=CC=2)C2C=CC=CC=2)=CC=1.C([O-])([O-])=O.[Cs+].[Cs+].